Predict which catalyst facilitates the given reaction. From a dataset of Catalyst prediction with 721,799 reactions and 888 catalyst types from USPTO. (1) Reactant: [Cl:1][C:2]1[CH:7]=[CH:6][N:5]=[C:4]2[NH:8][C:9]([C:11]3[CH:16]=[CH:15][C:14]([CH2:17][N:18]4[CH2:23][CH2:22][O:21][CH2:20][CH2:19]4)=[CH:13][CH:12]=3)=[N:10][C:3]=12.[OH:24][CH2:25][C:26]1[CH:31]=[CH:30][C:29](B(O)O)=[CH:28][CH:27]=1.C(=O)([O-])[O-].[Na+].[Na+]. Product: [ClH:1].[N:18]1([CH2:17][C:14]2[CH:15]=[CH:16][C:11]([C:9]3[NH:8][C:4]4=[N:5][CH:6]=[CH:7][C:2]([C:29]5[CH:30]=[CH:31][C:26]([CH2:25][OH:24])=[CH:27][CH:28]=5)=[C:3]4[N:10]=3)=[CH:12][CH:13]=2)[CH2:23][CH2:22][O:21][CH2:20][CH2:19]1. The catalyst class is: 140. (2) Reactant: [Li+].C[Si]([N-][Si](C)(C)C)(C)C.[NH:11]1[C:15]2[CH:16]=[CH:17][CH:18]=[CH:19][C:14]=2[N:13]=[C:12]1[CH2:20][C:21]([O:23]CC)=O.[NH2:26][C:27]1[NH:31][CH:30]=[N:29][C:28]=1[C:32]#[N:33]. Product: [NH2:33][C:32]1[C:28]2[N:29]=[CH:30][NH:31][C:27]=2[NH:26][C:21](=[O:23])[C:20]=1[C:12]1[NH:11][C:15]2[CH:16]=[CH:17][CH:18]=[CH:19][C:14]=2[N:13]=1. The catalyst class is: 1. (3) Reactant: [Br:1][C:2]1[CH:3]=[N:4][CH:5]=[C:6]([CH:10]=1)[C:7]([OH:9])=O.C(Cl)(=O)C(Cl)=O.[CH:17]1([CH2:20][NH2:21])[CH2:19][CH2:18]1.C([O-])(O)=O.[Na+]. Product: [Br:1][C:2]1[CH:3]=[N:4][CH:5]=[C:6]([CH:10]=1)[C:7]([NH:21][CH2:20][CH:17]1[CH2:19][CH2:18]1)=[O:9]. The catalyst class is: 59. (4) Reactant: FC(F)(F)C(O)=O.[C:8]1([C:14]2[CH:15]=[N:16][C:17]3[N:18]([CH:20]=[CH:21][N:22]=3)[CH:19]=2)[CH:13]=[CH:12][CH:11]=[CH:10][CH:9]=1.[CH:23](=O)[C:24]1[CH:29]=[CH:28][C:27]([O:30][CH3:31])=[CH:26][CH:25]=1.C([SiH](CC)CC)C. Product: [CH3:31][O:30][C:27]1[CH:28]=[CH:29][C:24]([CH2:23][C:20]2[N:18]3[CH:19]=[C:14]([C:8]4[CH:9]=[CH:10][CH:11]=[CH:12][CH:13]=4)[CH:15]=[N:16][C:17]3=[N:22][CH:21]=2)=[CH:25][CH:26]=1. The catalyst class is: 2. (5) Reactant: C1C2C(CO[C:16](=O)[N:17]([CH:19]([C:29](=[O:41])[NH:30][CH:31]3[C:40]4[C:35](=[CH:36][CH:37]=[CH:38][CH:39]=4)[CH2:34][CH2:33][CH2:32]3)[CH2:20][O:21][CH2:22][C:23]3[CH:28]=[CH:27][CH:26]=[CH:25][CH:24]=3)C)C3C(=CC=CC=3)C=2C=CC=1.C(NCC)C. Product: [CH2:22]([O:21][CH2:20][CH:19]([NH:17][CH3:16])[C:29]([NH:30][CH:31]1[C:40]2[C:35](=[CH:36][CH:37]=[CH:38][CH:39]=2)[CH2:34][CH2:33][CH2:32]1)=[O:41])[C:23]1[CH:24]=[CH:25][CH:26]=[CH:27][CH:28]=1. The catalyst class is: 9.